From a dataset of Forward reaction prediction with 1.9M reactions from USPTO patents (1976-2016). Predict the product of the given reaction. (1) Given the reactants [N:1]1([CH2:6][CH2:7][CH2:8][S:9][C:10]2[CH:15]=[CH:14][C:13]([C:16]3([C:22]#[N:23])[CH2:21][CH2:20][O:19][CH2:18][CH2:17]3)=[CH:12][CH:11]=2)[CH2:5][CH2:4][CH2:3][CH2:2]1.[H-].[Al+3].[Li+].[H-].[H-].[H-], predict the reaction product. The product is: [N:1]1([CH2:6][CH2:7][CH2:8][S:9][C:10]2[CH:15]=[CH:14][C:13]([C:16]3([CH2:22][NH2:23])[CH2:17][CH2:18][O:19][CH2:20][CH2:21]3)=[CH:12][CH:11]=2)[CH2:5][CH2:4][CH2:3][CH2:2]1. (2) Given the reactants [CH3:1][O:2][C:3]1[CH:43]=[CH:42][C:6]([CH2:7][N:8]2[C:12]3=[N:13][CH:14]=[CH:15][C:16]([O:17][C:18]4[CH:23]=[CH:22][C:21]([N:24]([C:33]5[CH:38]=[CH:37][C:36]([F:39])=[CH:35][CH:34]=5)[C:25]([C:27]5([C:30]([NH2:32])=[O:31])[CH2:29][CH2:28]5)=[O:26])=[CH:20][C:19]=4[F:40])=[C:11]3[C:10](I)=[N:9]2)=[CH:5][CH:4]=1.[CH3:44][NH:45][C:46]([C:48]1[CH:49]=[C:50](B(O)O)[CH:51]=[CH:52][CH:53]=1)=[O:47].C([O-])([O-])=O.[Na+].[Na+].C(Cl)(Cl)Cl.CO, predict the reaction product. The product is: [F:40][C:19]1[CH:20]=[C:21]([N:24]([C:33]2[CH:38]=[CH:37][C:36]([F:39])=[CH:35][CH:34]=2)[C:25]([C:27]2([C:30]([NH2:32])=[O:31])[CH2:29][CH2:28]2)=[O:26])[CH:22]=[CH:23][C:18]=1[O:17][C:16]1[CH:15]=[CH:14][N:13]=[C:12]2[N:8]([CH2:7][C:6]3[CH:42]=[CH:43][C:3]([O:2][CH3:1])=[CH:4][CH:5]=3)[N:9]=[C:10]([C:52]3[CH:51]=[CH:50][CH:49]=[C:48]([C:46](=[O:47])[NH:45][CH3:44])[CH:53]=3)[C:11]=12. (3) Given the reactants [OH:1][C:2]1[C:11]2[C:6](=[CH:7][C:8]([O:12][CH3:13])=[CH:9][CH:10]=2)[CH:5]=[C:4]([C:14]2[S:15][CH:16]=[C:17]([CH:19]([CH3:21])[CH3:20])[N:18]=2)[N:3]=1.ClC1N=C(O[CH:36]2[CH2:53][CH:52]3[N:38]([C:39](=[O:59])[N:40]([CH3:58])[CH2:41][CH2:42][CH2:43][CH2:44][CH:45]=[CH:46][CH:47]4[C:49]([C:55]([OH:57])=[O:56])([NH:50][C:51]3=[O:54])[CH2:48]4)[CH2:37]2)C2C(C=1)=CC(OC)=CC=2, predict the reaction product. The product is: [CH:19]([C:17]1[N:18]=[C:14]([C:4]2[N:3]=[C:2]([O:1][CH:36]3[CH2:53][CH:52]4[N:38]([C:39](=[O:59])[N:40]([CH3:58])[CH2:41][CH2:42][CH2:43][CH2:44][CH:45]=[CH:46][CH:47]5[C:49]([C:55]([OH:57])=[O:56])([NH:50][C:51]4=[O:54])[CH2:48]5)[CH2:37]3)[C:11]3[C:6]([CH:5]=2)=[CH:7][C:8]([O:12][CH3:13])=[CH:9][CH:10]=3)[S:15][CH:16]=1)([CH3:21])[CH3:20]. (4) The product is: [C:11]([O:10][C:8]([N:4]1[CH2:5][CH2:6][CH2:7][CH:2]([NH:1][C:17](=[O:18])[C:16]([F:22])([F:21])[F:15])[CH2:3]1)=[O:9])([CH3:14])([CH3:13])[CH3:12]. Given the reactants [NH2:1][CH:2]1[CH2:7][CH2:6][CH2:5][N:4]([C:8]([O:10][C:11]([CH3:14])([CH3:13])[CH3:12])=[O:9])[CH2:3]1.[F:15][C:16]([F:22])([F:21])[C:17](OC)=[O:18].C(Cl)Cl.CO.N, predict the reaction product. (5) Given the reactants C([N:3]([CH2:13][CH3:14])[C:4](=[O:12])[C:5]1[CH:10]=[CH:9][CH:8]=[CH:7][C:6]=1[CH3:11])C.[N:15]1(CC#N)[CH2:21][CH2:20][CH2:19][CH2:18][CH2:17][CH2:16]1, predict the reaction product. The product is: [N:15]1([CH2:14][C:13]2[NH:3][C:4](=[O:12])[C:5]3[C:6]([CH:11]=2)=[CH:7][CH:8]=[CH:9][CH:10]=3)[CH2:21][CH2:20][CH2:19][CH2:18][CH2:17][CH2:16]1. (6) Given the reactants [C:1]1([CH2:7][C:8]([C:10]2[CH:15]=[CH:14][C:13]([Br:16])=[CH:12][CH:11]=2)=[O:9])[CH:6]=[CH:5][CH:4]=[CH:3][CH:2]=1.C(Cl)Cl.CCCCCC.CC(O)=[O:28], predict the reaction product. The product is: [Br:16][C:13]1[CH:12]=[CH:11][C:10]([C:8]([C:7]([C:1]2[CH:2]=[CH:3][CH:4]=[CH:5][CH:6]=2)=[O:28])=[O:9])=[CH:15][CH:14]=1.